Predict the reactants needed to synthesize the given product. From a dataset of Full USPTO retrosynthesis dataset with 1.9M reactions from patents (1976-2016). Given the product [C:19]([O:18][C:16](=[O:17])[NH:15][CH2:14][CH2:13][CH2:12][C@H:11]([NH2:10])[CH2:23][C:24]([NH:26][CH2:27][C@@H:28]([NH:40][C:41]([O:43][C:44]([CH3:47])([CH3:46])[CH3:45])=[O:42])[CH2:29][CH2:30][CH2:31][NH:32][C:33]([O:35][C:36]([CH3:37])([CH3:38])[CH3:39])=[O:34])=[O:25])([CH3:20])([CH3:21])[CH3:22], predict the reactants needed to synthesize it. The reactants are: C(OC(=O)[NH:10][C@H:11]([CH2:23][C:24]([NH:26][CH2:27][C@@H:28]([NH:40][C:41]([O:43][C:44]([CH3:47])([CH3:46])[CH3:45])=[O:42])[CH2:29][CH2:30][CH2:31][NH:32][C:33]([O:35][C:36]([CH3:39])([CH3:38])[CH3:37])=[O:34])=[O:25])[CH2:12][CH2:13][CH2:14][NH:15][C:16]([O:18][C:19]([CH3:22])([CH3:21])[CH3:20])=[O:17])C1C=CC=CC=1.